Dataset: Peptide-MHC class II binding affinity with 134,281 pairs from IEDB. Task: Regression. Given a peptide amino acid sequence and an MHC pseudo amino acid sequence, predict their binding affinity value. This is MHC class II binding data. (1) The peptide sequence is KMDKLELKGMSYAMC. The MHC is DRB1_1101 with pseudo-sequence DRB1_1101. The binding affinity (normalized) is 0.358. (2) The peptide sequence is PPAGTRKIMKVVNRW. The MHC is HLA-DQA10303-DQB10402 with pseudo-sequence HLA-DQA10303-DQB10402. The binding affinity (normalized) is 0.222. (3) The peptide sequence is GITLGVLVPHVGETP. The MHC is DRB1_0101 with pseudo-sequence DRB1_0101. The binding affinity (normalized) is 0.578. (4) The peptide sequence is TVYVGIVTMLSPMLHK. The MHC is DRB1_0801 with pseudo-sequence DRB1_0801. The binding affinity (normalized) is 0.763. (5) The peptide sequence is MAMGTMAGCGYLMFLK. The MHC is DRB5_0101 with pseudo-sequence DRB5_0101. The binding affinity (normalized) is 0.808.